This data is from Reaction yield outcomes from USPTO patents with 853,638 reactions. The task is: Predict the reaction yield, written as a fraction of the theoretical maximum amount of product (1.0 means a 100% yield; for example, 0.34 means a 34% yield). (1) The reactants are [NH2:1][CH2:2][C:3]1[CH:10]=[CH:9][C:6]([C:7]#[N:8])=[CH:5][CH:4]=1.[OH2:11]. The catalyst is [Cu]. The product is [NH2:8][CH2:7][C:6]1[CH:9]=[CH:10][C:3]([C:2]([NH2:1])=[O:11])=[CH:4][CH:5]=1. The yield is 0.710. (2) The reactants are [Br:1][C:2]1[CH:7]=[CH:6][C:5]([NH:8][C:9]2[C:10]([CH:25]=[O:26])=[CH:11][C:12]3[N:16]([CH2:17][CH2:18][S:19]([CH3:22])(=[O:21])=[O:20])[CH:15]=[N:14][C:13]=3[C:23]=2[F:24])=[C:4]([Cl:27])[CH:3]=1.C([O-])([O-])=O.[K+].[K+].S([CH2:44][N+:45]#[C-:46])(C1C=CC(C)=CC=1)(=O)=O. The catalyst is CO. The product is [Br:1][C:2]1[CH:7]=[CH:6][C:5]([NH:8][C:9]2[C:10]([C:25]3[O:26][CH:46]=[N:45][CH:44]=3)=[CH:11][C:12]3[NH:16][CH:15]=[N:14][C:13]=3[C:23]=2[F:24])=[C:4]([Cl:27])[CH:3]=1.[Br:1][C:2]1[CH:7]=[CH:6][C:5]([NH:8][C:9]2[C:10]([C:25]3[O:26][CH:46]=[N:45][CH:44]=3)=[CH:11][C:12]3[N:16]([CH2:17][CH2:18][S:19]([CH3:22])(=[O:21])=[O:20])[CH:15]=[N:14][C:13]=3[C:23]=2[F:24])=[C:4]([Cl:27])[CH:3]=1. The yield is 0.180. (3) The reactants are [F:1][C:2]1[CH:10]=[C:9]2[C:5]([C:6]([C:20]3[CH:21]=[N:22][NH:23][CH:24]=3)=[CH:7][N:8]2[S:11]([C:14]2[CH:19]=[CH:18][CH:17]=[CH:16][CH:15]=2)(=[O:13])=[O:12])=[CH:4][CH:3]=1.[Cl:25][C:26]1[N:27]=[N:28][C:29](Cl)=[CH:30][CH:31]=1.C([O-])([O-])=O.[K+].[K+]. The catalyst is CC#N.CCOC(C)=O.O. The product is [Cl:25][C:26]1[N:27]=[N:28][C:29]([N:23]2[CH:24]=[C:20]([C:6]3[C:5]4[C:9](=[CH:10][C:2]([F:1])=[CH:3][CH:4]=4)[N:8]([S:11]([C:14]4[CH:15]=[CH:16][CH:17]=[CH:18][CH:19]=4)(=[O:12])=[O:13])[CH:7]=3)[CH:21]=[N:22]2)=[CH:30][CH:31]=1. The yield is 0.910. (4) The yield is 0.800. The product is [CH2:1]([O:5][Si:15]([C:11]([CH3:14])([CH3:13])[CH3:12])([C:22]1[CH:23]=[CH:24][CH:25]=[CH:26][CH:27]=1)[C:16]1[CH:21]=[CH:20][CH:19]=[CH:18][CH:17]=1)[CH2:2][CH:3]=[CH2:4]. The catalyst is CN(C)C1C=CN=CC=1.C(Cl)Cl. The reactants are [CH2:1]([OH:5])[CH2:2][CH:3]=[CH2:4].N1C=CN=C1.[C:11]([Si:15](Cl)([C:22]1[CH:27]=[CH:26][CH:25]=[CH:24][CH:23]=1)[C:16]1[CH:21]=[CH:20][CH:19]=[CH:18][CH:17]=1)([CH3:14])([CH3:13])[CH3:12].O. (5) The reactants are [CH2:1]([N:3]([CH2:18][CH3:19])[CH2:4][CH2:5][N:6]1[C:14]2[C:9](=[CH:10][C:11]([N+:15]([O-])=O)=[CH:12][CH:13]=2)[CH:8]=[CH:7]1)[CH3:2]. The catalyst is CCO.[Pd]. The product is [CH2:18]([N:3]([CH2:1][CH3:2])[CH2:4][CH2:5][N:6]1[C:14]2[C:9](=[CH:10][C:11]([NH2:15])=[CH:12][CH:13]=2)[CH:8]=[CH:7]1)[CH3:19]. The yield is 0.990. (6) The yield is 0.940. The catalyst is C1COCC1. The product is [F:14][CH:13]([F:15])[C:8]1[CH:9]=[CH:10][CH:11]=[CH:12][C:7]=1[CH:19]=[O:20]. The reactants are [Li]CCCC.Br[C:7]1[CH:12]=[CH:11][CH:10]=[CH:9][C:8]=1[CH:13]([F:15])[F:14].CN([CH:19]=[O:20])C. (7) The reactants are [N-:1]=[N+:2]=[N-:3].[Na+].[CH2:5]([O:12][C:13]([N:15]1[C@H:22]([CH3:23])[CH2:21][CH2:20][C@@H:19]2[C@@H:17]([O:18]2)[CH2:16]1)=[O:14])[C:6]1[CH:11]=[CH:10][CH:9]=[CH:8][CH:7]=1.[Cl-].[NH4+]. The catalyst is CO.O. The product is [CH2:5]([O:12][C:13]([N:15]1[CH2:16][C@H:17]([OH:18])[C@@H:19]([N:1]=[N+:2]=[N-:3])[CH2:20][CH2:21][C@H:22]1[CH3:23])=[O:14])[C:6]1[CH:11]=[CH:10][CH:9]=[CH:8][CH:7]=1. The yield is 0.890. (8) The reactants are [Cl:1][C:2]1[CH:7]=[C:6]([C:8]#[N:9])[CH:5]=[CH:4][C:3]=1[CH2:10][C:11]([O:13][C:14]([CH3:17])(C)C)=[O:12].Cl.O1CCOCC1.ClC1C=C(C#N)C=CC=1CC(OCC)=O.C(O[CH:43](OCC)[N:44]([CH3:46])[CH3:45])C. The catalyst is C(O)C.CN(C=O)C. The product is [Cl:1][C:2]1[CH:7]=[C:6]([C:8]#[N:9])[CH:5]=[CH:4][C:3]=1[C:10](=[CH:43][N:44]([CH3:46])[CH3:45])[C:11]([O:13][CH2:14][CH3:17])=[O:12]. The yield is 0.540. (9) The reactants are [CH2:1]([C:5]1[N:6]=[C:7]([CH3:27])[NH:8][C:9](=[O:26])[C:10]=1[CH2:11][C:12]1[CH:17]=[CH:16][C:15]([C:18]2[C:19]([C:24]#[N:25])=[CH:20][CH:21]=[CH:22][CH:23]=2)=[CH:14][CH:13]=1)[CH2:2][CH2:3][CH3:4].C(=O)([O-])[O-].[K+].[K+].Cl.Cl[CH2:36][C:37]1[CH:46]=[CH:45][C:44]2[C:39](=[CH:40][CH:41]=[CH:42][CH:43]=2)[N:38]=1. The catalyst is CN(C)C=O. The product is [CH2:1]([C:5]1[N:6]=[C:7]([CH3:27])[N:8]([CH2:36][C:37]2[CH:46]=[CH:45][C:44]3[C:39](=[CH:40][CH:41]=[CH:42][CH:43]=3)[N:38]=2)[C:9](=[O:26])[C:10]=1[CH2:11][C:12]1[CH:17]=[CH:16][C:15]([C:18]2[C:19]([C:24]#[N:25])=[CH:20][CH:21]=[CH:22][CH:23]=2)=[CH:14][CH:13]=1)[CH2:2][CH2:3][CH3:4]. The yield is 0.260.